From a dataset of Reaction yield outcomes from USPTO patents with 853,638 reactions. Predict the reaction yield, written as a fraction of the theoretical maximum amount of product (1.0 means a 100% yield; for example, 0.34 means a 34% yield). The reactants are [Cl:1][C:2]1[CH:3]=[C:4]([CH:9]([C:22]([F:25])([F:24])[F:23])/[CH:10]=[CH:11]/[C:12]2[CH:20]=[CH:19][C:15]([C:16]([OH:18])=O)=[C:14]([CH3:21])[CH:13]=2)[CH:5]=[C:6]([Cl:8])[CH:7]=1.[F:26][C:27]([F:31])([F:30])[CH2:28][NH2:29].O.ON1C2C=CC=CC=2N=N1.Cl.CN(C)CCCN=C=NCC.C(N(CC)C(C)C)(C)C. The catalyst is CN(C=O)C.O. The product is [Cl:8][C:6]1[CH:5]=[C:4]([CH:9]([C:22]([F:25])([F:24])[F:23])/[CH:10]=[CH:11]/[C:12]2[CH:20]=[CH:19][C:15]([C:16]([NH:29][CH2:28][C:27]([F:31])([F:30])[F:26])=[O:18])=[C:14]([CH3:21])[CH:13]=2)[CH:3]=[C:2]([Cl:1])[CH:7]=1. The yield is 0.500.